From a dataset of Forward reaction prediction with 1.9M reactions from USPTO patents (1976-2016). Predict the product of the given reaction. (1) Given the reactants [NH2:1][CH:2]1[CH2:9][C@@H:8]2[N:10](CC3NC(C4SC=CN=4)=N[C@@H](C4C=CC(F)=CC=4Cl)C=3C(OC)=O)[C@@H:4]([CH2:5][O:6][CH2:7]2)[CH2:3]1.[Br:35][C:36]1[CH:41]=[C:40]([F:42])[CH:39]=[CH:38][C:37]=1[C@H:43]1[C:48]([C:49]([O:51][CH2:52][CH3:53])=[O:50])=[C:47]([CH2:54]Br)[NH:46][C:45]([C:56]2[S:57][CH:58]=[CH:59][N:60]=2)=[N:44]1, predict the reaction product. The product is: [NH2:1][CH:2]1[CH2:3][C@@H:4]2[N:10]([CH2:54][C:47]3[NH:46][C:45]([C:56]4[S:57][CH:58]=[CH:59][N:60]=4)=[N:44][C@@H:43]([C:37]4[CH:38]=[CH:39][C:40]([F:42])=[CH:41][C:36]=4[Br:35])[C:48]=3[C:49]([O:51][CH2:52][CH3:53])=[O:50])[C@@H:8]([CH2:7][O:6][CH2:5]2)[CH2:9]1. (2) The product is: [F:41][C:32]1[CH:33]=[CH:34][C:35]([C:37]([F:40])([F:39])[F:38])=[CH:36][C:31]=1[N:30]1[C:18](=[O:19])[C:11]2[C@@H:12]3[C:15]([CH3:17])([CH3:16])[C@@:9]([CH3:8])([CH2:14][CH2:13]3)[C:10]=2[N:29]1[CH3:27]. Given the reactants C(N(CC)CC)C.[CH3:8][C@:9]12[C:15]([CH3:17])([CH3:16])[C@H:12]([CH2:13][CH2:14]1)[CH:11]([C:18](Cl)=[O:19])[C:10]2=O.C(O[C:27]([N:29](C)[NH:30][C:31]1[CH:36]=[C:35]([C:37]([F:40])([F:39])[F:38])[CH:34]=[CH:33][C:32]=1[F:41])=O)(C)(C)C.Cl.O1CCOCC1, predict the reaction product. (3) Given the reactants [Br:1][C:2]1[C:3](=[O:24])[N:4]([C:10]2[CH:19]=[C:18]([C:20]([NH:22][CH3:23])=[O:21])[CH:17]=[CH:16][C:11]=2[C:12]([O:14][CH3:15])=[O:13])[C:5]([CH3:9])=[CH:6][C:7]=1[OH:8].C([O-])([O-])=O.[K+].[K+].[F:31][C:32]1[CH:39]=[C:38]([F:40])[CH:37]=[CH:36][C:33]=1[CH2:34]Br, predict the reaction product. The product is: [Br:1][C:2]1[C:3](=[O:24])[N:4]([C:10]2[CH:19]=[C:18]([C:20]([NH:22][CH3:23])=[O:21])[CH:17]=[CH:16][C:11]=2[C:12]([O:14][CH3:15])=[O:13])[C:5]([CH3:9])=[CH:6][C:7]=1[O:8][CH2:34][C:33]1[CH:36]=[CH:37][C:38]([F:40])=[CH:39][C:32]=1[F:31]. (4) Given the reactants Cl[C:2]1[CH:7]=[CH:6][CH:5]=[C:4]([C:8]([F:11])([F:10])[F:9])[N:3]=1.C([Sn](CCCC)(CCCC)[C:17]1[N:21]2[CH:22]=[CH:23][C:24]([C:26]([F:29])([F:28])[F:27])=[N:25][C:20]2=[N:19][CH:18]=1)CCC, predict the reaction product. The product is: [F:28][C:26]([F:27])([F:29])[C:24]1[CH:23]=[CH:22][N:21]2[C:17]([C:2]3[CH:7]=[CH:6][CH:5]=[C:4]([C:8]([F:11])([F:10])[F:9])[N:3]=3)=[CH:18][N:19]=[C:20]2[N:25]=1. (5) Given the reactants [C:1]([C:3]1[CH:4]=[C:5](B(O)O)[CH:6]=[CH:7][C:8]=1[F:9])#[N:2].Br[C:14]1[C:22]2[C:17](=[CH:18][C:19]([S:23]([N:26](CC3C=CC(OC)=CC=3OC)[C:27]3[S:31][N:30]=[CH:29][N:28]=3)(=[O:25])=[O:24])=[CH:20][CH:21]=2)[N:16]([CH3:43])[CH:15]=1, predict the reaction product. The product is: [C:1]([C:3]1[CH:4]=[C:5]([C:14]2[C:22]3[C:17](=[CH:18][C:19]([S:23]([NH:26][C:27]4[S:31][N:30]=[CH:29][N:28]=4)(=[O:24])=[O:25])=[CH:20][CH:21]=3)[N:16]([CH3:43])[CH:15]=2)[CH:6]=[CH:7][C:8]=1[F:9])#[N:2].